This data is from Full USPTO retrosynthesis dataset with 1.9M reactions from patents (1976-2016). The task is: Predict the reactants needed to synthesize the given product. Given the product [CH3:13][CH:14]([N:16]1[CH2:21][CH2:20][N:19]([C:2]2[CH:3]=[CH:4][C:5]([N+:10]([O-:12])=[O:11])=[C:6]([CH:9]=2)[CH:7]=[O:8])[CH2:18][CH2:17]1)[CH3:15], predict the reactants needed to synthesize it. The reactants are: Cl[C:2]1[CH:3]=[CH:4][C:5]([N+:10]([O-:12])=[O:11])=[C:6]([CH:9]=1)[CH:7]=[O:8].[CH3:13][CH:14]([N:16]1[CH2:21][CH2:20][NH:19][CH2:18][CH2:17]1)[CH3:15].CC1(C)C2C(=C(P(C3C=CC=CC=3)C3C=CC=CC=3)C=CC=2)OC2C(P(C3C=CC=CC=3)C3C=CC=CC=3)=CC=CC1=2.C([O-])([O-])=O.[Cs+].[Cs+].